From a dataset of Full USPTO retrosynthesis dataset with 1.9M reactions from patents (1976-2016). Predict the reactants needed to synthesize the given product. Given the product [C:1]([C:5]1[O:9][N:8]([CH2:2][C@H:1]2[CH2:5][CH2:6][CH2:16][O:17]2)[C:7](=[NH:10])[CH:6]=1)([CH3:4])([CH3:3])[CH3:2], predict the reactants needed to synthesize it. The reactants are: [C:1]([C:5]1[O:9][N:8]=[C:7]([NH2:10])[CH:6]=1)([CH3:4])([CH3:3])[CH3:2].CO.CN([CH:16]=[O:17])C.